Dataset: Forward reaction prediction with 1.9M reactions from USPTO patents (1976-2016). Task: Predict the product of the given reaction. Given the reactants [Cl:1][C:2]1[CH:3]=[C:4]([NH:10][C:11](=[O:17])[O:12][C:13]([CH3:16])([CH3:15])[CH3:14])[CH:5]=[C:6]([Cl:9])[C:7]=1[OH:8].CC1C=CC=C(C)N=1.[F:26][C:27]([F:40])([F:39])[S:28](O[S:28]([C:27]([F:40])([F:39])[F:26])(=[O:30])=[O:29])(=[O:30])=[O:29], predict the reaction product. The product is: [F:26][C:27]([F:40])([F:39])[S:28]([O:8][C:7]1[C:2]([Cl:1])=[CH:3][C:4]([NH:10][C:11]([O:12][C:13]([CH3:14])([CH3:16])[CH3:15])=[O:17])=[CH:5][C:6]=1[Cl:9])(=[O:30])=[O:29].